This data is from Peptide-MHC class I binding affinity with 185,985 pairs from IEDB/IMGT. The task is: Regression. Given a peptide amino acid sequence and an MHC pseudo amino acid sequence, predict their binding affinity value. This is MHC class I binding data. The peptide sequence is AEKSRGRRI. The MHC is HLA-B07:02 with pseudo-sequence HLA-B07:02. The binding affinity (normalized) is 0.0847.